Dataset: Forward reaction prediction with 1.9M reactions from USPTO patents (1976-2016). Task: Predict the product of the given reaction. Given the reactants [NH2:1][C:2]1[CH:3]=[N:4][CH:5]=[CH:6][C:7]=1[N:8]1[CH2:13][C@H:12]([CH3:14])[C@H:11]([N:15]([CH3:19])[C:16](=[O:18])[CH3:17])[C@H:10]([NH:20][C:21](=[O:27])[O:22][C:23]([CH3:26])([CH3:25])[CH3:24])[CH2:9]1.[C:28](N1C=CN=C1)(N1C=CN=C1)=[S:29], predict the reaction product. The product is: [N:1]([C:2]1[CH:3]=[N:4][CH:5]=[CH:6][C:7]=1[N:8]1[CH2:13][C@H:12]([CH3:14])[C@H:11]([N:15]([CH3:19])[C:16](=[O:18])[CH3:17])[C@H:10]([NH:20][C:21](=[O:27])[O:22][C:23]([CH3:26])([CH3:25])[CH3:24])[CH2:9]1)=[C:28]=[S:29].